This data is from Forward reaction prediction with 1.9M reactions from USPTO patents (1976-2016). The task is: Predict the product of the given reaction. (1) The product is: [O:53]=[S:50]1(=[O:54])[CH2:51][CH2:52][N:47]([CH2:46][CH2:45][O:18][C:14]2[CH:13]=[C:12]3[C:17]([C:9]([C:4]4[CH:3]=[C:2]([F:1])[CH:7]=[C:6]([F:8])[CH:5]=4)=[C:10]([C:20]4[CH:21]=[N:22][CH:23]=[CH:24][CH:25]=4)[C:11]3=[O:19])=[CH:16][CH:15]=2)[CH2:48][CH2:49]1. Given the reactants [F:1][C:2]1[CH:3]=[C:4]([C:9]2[C:17]3[C:12](=[CH:13][C:14]([OH:18])=[CH:15][CH:16]=3)[C:11](=[O:19])[C:10]=2[C:20]2[CH:21]=[N:22][CH:23]=[CH:24][CH:25]=2)[CH:5]=[C:6]([F:8])[CH:7]=1.BrC1C(=O)C2C(C=1C1C=CC=CC=1)=CC=C(O)C=2.O[CH2:45][CH2:46][N:47]1[CH2:52][CH2:51][S:50](=[O:54])(=[O:53])[CH2:49][CH2:48]1.C1C=CC(P(C2C=CC=CC=2)C2C=CC=CC=2)=CC=1.CC(OC(/N=N/C(OC(C)C)=O)=O)C, predict the reaction product. (2) The product is: [CH:20]1[CH:19]=[C:18]2[C:16]([C:12]3[C:13](=[O:39])[C:14]4[NH:15][C:4]5[C:5]([C:7](=[O:8])[C:9]=4[C:10](=[O:25])[C:11]=3[NH:24][C:23]2=[CH:22][CH:21]=1)=[CH:6][CH:1]=[CH:2][CH:3]=5)=[O:17]. Given the reactants [CH:1]1[CH:6]=[C:5]2[C:7]([C:9]3[C:14]([NH:15][C:4]2=[CH:3][CH:2]=1)=[CH:13][C:12]1[C:16]([C:18]2[C:23]([NH:24][C:11]=1[CH:10]=3)=[CH:22][CH:21]=[CH:20][CH:19]=2)=[O:17])=[O:8].[OH-:25].[K+].S(OOS([O-])(=O)=O)([O-])(=O)=O.[Na+].[Na+].[OH2:39], predict the reaction product. (3) Given the reactants [NH2:1][C:2]1[C:3]([NH:13][CH2:14][CH2:15][CH2:16][OH:17])=[C:4]([CH:9]=[CH:10][C:11]=1[Cl:12])[C:5]([O:7][CH3:8])=[O:6].[CH2:18]([C:20]1[C:25]([N:26]=[C:27]=[S:28])=[C:24]([CH2:29][CH3:30])[N:23]=[C:22]([CH3:31])[N:21]=1)[CH3:19], predict the reaction product. The product is: [Cl:12][C:11]1[CH:10]=[CH:9][C:4]([C:5]([O:7][CH3:8])=[O:6])=[C:3]([NH:13][CH2:14][CH2:15][CH2:16][OH:17])[C:2]=1[NH:1][C:27](=[S:28])[NH:26][C:25]1[C:24]([CH2:29][CH3:30])=[N:23][C:22]([CH3:31])=[N:21][C:20]=1[CH2:18][CH3:19]. (4) Given the reactants [F:1][C:2]1[CH:7]=[CH:6][C:5]([C:8]2[CH:24]=[C:11]3[CH:12]=[C:13]([C:16]4[CH:17]=[C:18]([CH:21]=[CH:22][CH:23]=4)[CH:19]=[O:20])[CH:14]=[CH:15][N:10]3[N:9]=2)=[CH:4][CH:3]=1.[CH3:25][Mg]Br.[Cl-].[NH4+].C(=O)([O-])[O-].[Na+].[Na+], predict the reaction product. The product is: [F:1][C:2]1[CH:3]=[CH:4][C:5]([C:8]2[CH:24]=[C:11]3[CH:12]=[C:13]([C:16]4[CH:17]=[C:18]([CH:19]([OH:20])[CH3:25])[CH:21]=[CH:22][CH:23]=4)[CH:14]=[CH:15][N:10]3[N:9]=2)=[CH:6][CH:7]=1.